The task is: Predict the reaction yield, written as a fraction of the theoretical maximum amount of product (1.0 means a 100% yield; for example, 0.34 means a 34% yield).. This data is from Reaction yield outcomes from USPTO patents with 853,638 reactions. The reactants are [F:1][C:2]1[CH:7]=[C:6]([CH2:8]O)[CH:5]=[C:4]([NH:10][CH2:11][C:12]2[CH:17]=[CH:16][C:15]([O:18][CH3:19])=[CH:14][CH:13]=2)[N:3]=1.C(N(CC)CC)C.CS(Cl)(=O)=O.[Br:32][C:33]1[CH:34]=[C:35]([CH:49]=[C:50]([CH3:52])[CH:51]=1)[C:36]([C:38]1[NH:43][C:42](=[O:44])[NH:41][C:40](=[O:45])[C:39]=1[CH:46]([CH3:48])[CH3:47])=[O:37].C(=O)([O-])[O-].[K+].[K+].[I-].[Li+]. The catalyst is C(Cl)(Cl)Cl.CN(C=O)C. The product is [Br:32][C:33]1[CH:34]=[C:35]([CH:49]=[C:50]([CH3:52])[CH:51]=1)[C:36]([C:38]1[N:43]([CH2:8][C:6]2[CH:5]=[C:4]([NH:10][CH2:11][C:12]3[CH:17]=[CH:16][C:15]([O:18][CH3:19])=[CH:14][CH:13]=3)[N:3]=[C:2]([F:1])[CH:7]=2)[C:42](=[O:44])[NH:41][C:40](=[O:45])[C:39]=1[CH:46]([CH3:47])[CH3:48])=[O:37]. The yield is 0.570.